This data is from Experimentally validated miRNA-target interactions with 360,000+ pairs, plus equal number of negative samples. The task is: Binary Classification. Given a miRNA mature sequence and a target amino acid sequence, predict their likelihood of interaction. (1) The miRNA is mmu-miR-6344 with sequence GUUUUCCUACUGUUUCCCUUUU. The protein sequence of the target gene is MTRLRLLLLLGLLLRVAVCSVNTITLCKIGEFKHENLCCLQCSAGTYLRNPCQENHNKSECAPCDSEHFIDHKNRESECFPCSVCRDDQEEVAKCSRTADRVCQCKQGTYCDSENCLERCHTCSSCPDGRVVRKCNATMDTVCDKFDSEPGQSGSQCFCFSKPLGIVVIIAAFIIIIGAVIILILKIICYCKRGENIQLSSTML. Result: 0 (no interaction). (2) The miRNA is hsa-let-7c-5p with sequence UGAGGUAGUAGGUUGUAUGGUU. The protein sequence of the target gene is MGGRGADAGSSGGTGPTEGYSPPAASTRAAARAKARGGGRGGRRNTTPSVPSLRGAAPRSFHPPAAMSERLRPRKRRRNGNEEDNHLPPQTKRSSRNPVFQDSWDTESSGSDSGGSSSSSSSSINSPDRASGPEGSLSQTMAGSSPNTPQPVPEQSALCQGLYFHINQTLREAHFHSLQHRGRPLT. Result: 1 (interaction). (3) The miRNA is hsa-miR-6829-3p with sequence UGCCUCCUCCGUGGCCUCAG. Result: 1 (interaction). The protein sequence of the target gene is MMQHASPAPALTMMATQNVPPPPYQDSPQMTATAQPPSKAQAVHISAPSAAASTPVPSAPIDPQAQLEADKRAVYRHPLFPLLTLLFEKCEQATQGSECITSASFDVDIENFVHQQEQEHKPFFSDDPELDNLMVKAIQVLRIHLLELEKVNELCKDFCNRYITCLKTKMHSDNLLRNDLGGPYSPNQPSINLHSQDLLQNSPNSMSGVSNNPQGIVVPASALQQGNIAMTTVNSQVVSGGALYQPVTMVTSQGQVVTQAIPQGAIQIQNTQVNLDLTSLLDNEDKKSKNKRGVLPKHAT.... (4) The miRNA is hsa-miR-518c-3p with sequence CAAAGCGCUUCUCUUUAGAGUGU. The protein sequence of the target gene is MPEINTSHLDEKQVQLLAEMCILIDENDNKIGADTKKNCHLNENIDKGLLHRAFSVFLFNTENKLLLQQRSDAKITFPGCFTNSCCSHPLSNPGELEENNAIGVKRAAKRRLKAELGIPLEEVDLNEMDYLTRIYYKAQSDGIWGEHEVDYILFLRKNVTLNPDPNEIKSYCYVSKEEVREILKKAASGEIKLTPWFKIIADTFLFKWWDNLNHLSPFVDHEKIHRL. Result: 0 (no interaction).